Predict which catalyst facilitates the given reaction. From a dataset of Catalyst prediction with 721,799 reactions and 888 catalyst types from USPTO. (1) Reactant: C1COCC1.C([O:8][C:9]([C:11]1[C:12]([C:19]([F:22])([F:21])[F:20])=[N:13][N:14]([CH:16]([CH3:18])[CH3:17])[CH:15]=1)=O)C.[H-].[Al+3].[Li+].[H-].[H-].[H-].[OH-].[Na+]. Product: [CH:16]([N:14]1[CH:15]=[C:11]([CH2:9][OH:8])[C:12]([C:19]([F:22])([F:21])[F:20])=[N:13]1)([CH3:18])[CH3:17]. The catalyst class is: 6. (2) Reactant: F[C:2]1[CH:9]=[CH:8][C:5]([C:6]#[N:7])=[C:4]([CH3:10])[CH:3]=1.[C:11]([O:15][C:16]([N:18]1[CH2:23][CH2:22][CH2:21][CH:20]([OH:24])[CH2:19]1)=[O:17])([CH3:14])([CH3:13])[CH3:12].[H-].[Na+]. Product: [C:11]([O:15][C:16]([N:18]1[CH2:23][CH2:22][CH2:21][CH:20]([O:24][C:2]2[CH:9]=[CH:8][C:5]([C:6]#[N:7])=[C:4]([CH3:10])[CH:3]=2)[CH2:19]1)=[O:17])([CH3:14])([CH3:12])[CH3:13]. The catalyst class is: 3. (3) Reactant: [Br:1][C:2]1[C:3]([C:8]2([OH:18])[CH2:17][CH2:16][C:11]3(OCC[O:12]3)[CH2:10][CH2:9]2)=[N:4][CH:5]=[N:6][CH:7]=1. Product: [Br:1][C:2]1[C:3]([C:8]2([OH:18])[CH2:9][CH2:10][C:11](=[O:12])[CH2:16][CH2:17]2)=[N:4][CH:5]=[N:6][CH:7]=1. The catalyst class is: 47. (4) Reactant: FC(F)(F)C(O)=O.C(O[C:13]([N:15]1[CH2:19][CH2:18][CH2:17][C@H:16]1[CH2:20][NH:21][CH2:22][C:23]1[O:24][C:25]2[CH:31]=[CH:30][CH:29]=[CH:28][C:26]=2[CH:27]=1)=O)(C)(C)C.C(N(CC)CC)C.[CH3:39][O:40][C:41]1[C:46]2[O:47][C:48]([CH3:51])([CH3:50])[O:49][C:45]=2[CH:44]=[C:43]([C:52](Cl)=[O:53])[CH:42]=1.[C:55]1(=O)[CH2:58]C[CH2:56]1.C(O[BH-](OC(=O)C)OC(=O)C)(=O)C.[Na+]. Product: [O:24]1[C:25]2[CH:31]=[CH:30][CH:29]=[CH:28][C:26]=2[CH:27]=[C:23]1[CH2:22][N:21]([CH2:20][C@@H:16]1[CH2:17][CH2:18][CH2:19][N:15]1[CH:13]1[CH2:58][CH2:55][CH2:56]1)[C:52]([C:43]1[CH:42]=[C:41]([O:40][CH3:39])[C:46]2[O:47][C:48]([CH3:51])([CH3:50])[O:49][C:45]=2[CH:44]=1)=[O:53]. The catalyst class is: 4. (5) Reactant: Br[C:2]1[CH:7]=[CH:6][N:5]=[C:4]([C:8]2([C:12]#[N:13])[CH2:11][CH2:10][CH2:9]2)[CH:3]=1.[C:14]([O:18][C:19](=[O:27])[NH:20][C:21]1[S:22][CH:23]=[C:24]([CH3:26])[N:25]=1)([CH3:17])([CH3:16])[CH3:15]. Product: [C:14]([O:18][C:19](=[O:27])[NH:20][C:21]1[S:22][C:23]([C:2]2[CH:7]=[CH:6][N:5]=[C:4]([C:8]3([C:12]#[N:13])[CH2:11][CH2:10][CH2:9]3)[CH:3]=2)=[C:24]([CH3:26])[N:25]=1)([CH3:17])([CH3:16])[CH3:15]. The catalyst class is: 25. (6) Reactant: F[P-](F)(F)(F)(F)F.N1(OC(N(C)C)=[N+](C)C)[C:12]2[N:13]=[CH:14][CH:15]=C[C:11]=2N=N1.C(N(C(C)C)CC)(C)C.[F:34][C:35]1[CH:36]=[CH:37][C:38]2[N:39]([C:41]([C:44]3[N:49]=[C:48]([N:50]4[CH2:54][CH2:53][CH2:52][C@H:51]4[C:55](O)=[O:56])[CH:47]=[CH:46][N:45]=3)=[CH:42][N:43]=2)[CH:40]=1.C(NCC)C. Product: [CH2:12]([N:13]([CH2:14][CH3:15])[C:55]([C@@H:51]1[CH2:52][CH2:53][CH2:54][N:50]1[C:48]1[CH:47]=[CH:46][N:45]=[C:44]([C:41]2[N:39]3[CH:40]=[C:35]([F:34])[CH:36]=[CH:37][C:38]3=[N:43][CH:42]=2)[N:49]=1)=[O:56])[CH3:11]. The catalyst class is: 3. (7) Reactant: [CH3:1][O:2][CH2:3]Cl.O1CCCC1.[Br:10][C:11]1[N:16]=[CH:15][C:14]([OH:17])=[CH:13][CH:12]=1.[H-].[Na+]. Product: [Br:10][C:11]1[CH:12]=[CH:13][C:14]([O:17][CH2:1][O:2][CH3:3])=[CH:15][N:16]=1. The catalyst class is: 6. (8) Reactant: [CH3:1][C:2]([S:5]([NH:7][C:8]([C:24]1[CH:29]=[CH:28][C:27]([O:30][CH2:31][CH2:32][CH2:33][C:34]([F:37])([F:36])[F:35])=[CH:26][CH:25]=1)([C:13]([F:23])([F:22])[C:14](=[O:21])[N:15]1[CH2:20][CH2:19][CH2:18][CH2:17][CH2:16]1)[C:9]([F:12])([F:11])[F:10])=[O:6])([CH3:4])[CH3:3].[H-].[Na+].[CH:40]1[CH:45]=[CH:44][C:43]([CH2:46]Br)=[CH:42][CH:41]=1. Product: [CH2:46]([N:7]([C:8]([C:24]1[CH:29]=[CH:28][C:27]([O:30][CH2:31][CH2:32][CH2:33][C:34]([F:37])([F:35])[F:36])=[CH:26][CH:25]=1)([C:13]([F:22])([F:23])[C:14](=[O:21])[N:15]1[CH2:20][CH2:19][CH2:18][CH2:17][CH2:16]1)[C:9]([F:10])([F:11])[F:12])[S:5]([C:2]([CH3:1])([CH3:3])[CH3:4])=[O:6])[C:43]1[CH:44]=[CH:45][CH:40]=[CH:41][CH:42]=1. The catalyst class is: 31. (9) Reactant: C[O:2][C:3](=[O:14])[C:4]1[CH:9]=[CH:8][C:7]([O:10][CH2:11][C:12]#[CH:13])=[CH:6][CH:5]=1.[OH-].[Na+].O. Product: [CH2:11]([O:10][C:7]1[CH:8]=[CH:9][C:4]([C:3]([OH:14])=[O:2])=[CH:5][CH:6]=1)[C:12]#[CH:13]. The catalyst class is: 8.